From a dataset of Peptide-MHC class I binding affinity with 185,985 pairs from IEDB/IMGT. Regression. Given a peptide amino acid sequence and an MHC pseudo amino acid sequence, predict their binding affinity value. This is MHC class I binding data. (1) The peptide sequence is TPGPGVRYPL. The MHC is HLA-A26:01 with pseudo-sequence HLA-A26:01. The binding affinity (normalized) is 0. (2) The peptide sequence is IIRVTSELL. The MHC is HLA-B35:01 with pseudo-sequence HLA-B35:01. The binding affinity (normalized) is 0.0847. (3) The peptide sequence is LERWHSLIKY. The MHC is Mamu-A11 with pseudo-sequence Mamu-A11. The binding affinity (normalized) is 0.221. (4) The peptide sequence is VMILGEFDI. The MHC is H-2-Kb with pseudo-sequence H-2-Kb. The binding affinity (normalized) is 0.342. (5) The peptide sequence is LEQQYNKPL. The MHC is H-2-Kk with pseudo-sequence H-2-Kk. The binding affinity (normalized) is 0.724. (6) The peptide sequence is LLLSTTEWQV. The MHC is HLA-A02:06 with pseudo-sequence HLA-A02:06. The binding affinity (normalized) is 0.766. (7) The peptide sequence is NVMDPMHGA. The MHC is HLA-B44:02 with pseudo-sequence HLA-B44:02. The binding affinity (normalized) is 0.213. (8) The peptide sequence is LLTQSNAGF. The MHC is HLA-B46:01 with pseudo-sequence HLA-B46:01. The binding affinity (normalized) is 0.0847. (9) The peptide sequence is YLDMVLAFL. The MHC is HLA-B07:02 with pseudo-sequence HLA-B07:02. The binding affinity (normalized) is 0.0847.